From a dataset of Catalyst prediction with 721,799 reactions and 888 catalyst types from USPTO. Predict which catalyst facilitates the given reaction. (1) Reactant: [Si]([O:18][C:19]1[CH:64]=[CH:63][C:22]([O:23][CH2:24][C@@H:25]([OH:62])[CH2:26][NH:27][CH2:28][CH2:29][C:30]2[CH:61]=[CH:60][C:33]([NH:34][CH:35]3[CH2:40][CH2:39][N:38]([S:41]([C:44]4[CH:49]=[CH:48][C:47]([NH:50][C:51]([NH:53][CH2:54][CH2:55][CH2:56][CH2:57][CH2:58][CH3:59])=[O:52])=[CH:46][CH:45]=4)(=[O:43])=[O:42])[CH2:37][CH2:36]3)=[CH:32][CH:31]=2)=[CH:21][CH:20]=1)(C(C)(C)C)(C1C=CC=CC=1)C1C=CC=CC=1. Product: [CH2:54]([NH:53][C:51]([NH:50][C:47]1[CH:48]=[CH:49][C:44]([S:41]([N:38]2[CH2:37][CH2:36][CH:35]([NH:34][C:33]3[CH:60]=[CH:61][C:30]([CH2:29][CH2:28][NH:27][CH2:26][C@H:25]([OH:62])[CH2:24][O:23][C:22]4[CH:21]=[CH:20][C:19]([OH:18])=[CH:64][CH:63]=4)=[CH:31][CH:32]=3)[CH2:40][CH2:39]2)(=[O:43])=[O:42])=[CH:45][CH:46]=1)=[O:52])[CH2:55][CH2:56][CH2:57][CH2:58][CH3:59]. The catalyst class is: 147. (2) Reactant: [N:1]([CH2:4][C:5]1[CH:13]=[CH:12][CH:11]=[CH:10][C:6]=1[C:7](O)=[O:8])=[N+:2]=[N-:3].S(Cl)([Cl:16])=O. Product: [N:1]([CH2:4][C:5]1[CH:13]=[CH:12][CH:11]=[CH:10][C:6]=1[C:7]([Cl:16])=[O:8])=[N+:2]=[N-:3]. The catalyst class is: 118. (3) Reactant: Br.Br[CH:3]([CH3:12])[C:4]([C:6]1[CH:11]=[CH:10][N:9]=[CH:8][CH:7]=1)=O.[CH2:13]1[C:21]2[C:16](=[CH:17][C:18]([NH:22][C:23]([NH2:25])=[S:24])=[CH:19][CH:20]=2)[CH2:15][CH2:14]1.N. Product: [CH2:13]1[C:21]2[C:16](=[CH:17][C:18]([NH:22][C:23]3[S:24][C:3]([CH3:12])=[C:4]([C:6]4[CH:11]=[CH:10][N:9]=[CH:8][CH:7]=4)[N:25]=3)=[CH:19][CH:20]=2)[CH2:15][CH2:14]1. The catalyst class is: 88.